From a dataset of Catalyst prediction with 721,799 reactions and 888 catalyst types from USPTO. Predict which catalyst facilitates the given reaction. (1) Reactant: [CH3:1][O:2][CH2:3][C:4]([CH2:9][O:10][CH3:11])([CH3:8])[C:5]([OH:7])=O.CCN(C(C)C)C(C)C.CN(C(ON1N=NC2C=CC=NC1=2)=[N+](C)C)C.F[P-](F)(F)(F)(F)F.[CH3:45][N:46]([CH2:64][CH2:65][CH2:66][NH:67][CH3:68])[CH2:47][CH2:48][C:49]1([OH:63])[CH2:54][CH:53]2[CH2:55][CH2:56][CH:50]1[CH:51]=[C:52]2[C:57]1[CH:62]=[CH:61][CH:60]=[CH:59][CH:58]=1. Product: [OH:63][C@@:49]1([CH2:48][CH2:47][N:46]([CH3:45])[CH2:64][CH2:65][CH2:66][N:67]([CH3:68])[C:5](=[O:7])[C:4]([CH2:3][O:2][CH3:1])([CH3:8])[CH2:9][O:10][CH3:11])[CH2:54][C@H:53]2[CH2:55][CH2:56][C@@H:50]1[CH:51]=[C:52]2[C:57]1[CH:62]=[CH:61][CH:60]=[CH:59][CH:58]=1. The catalyst class is: 2. (2) Reactant: Cl.[CH3:2][O:3][C:4]1[CH:9]=[CH:8][C:7]([NH:10]N)=[C:6]([C:12]([F:15])([F:14])[F:13])[CH:5]=1.Cl.O.[NH:18]1[CH2:23][CH2:22][C:21](=O)[CH2:20][CH2:19]1.Cl. Product: [CH3:2][O:3][C:4]1[CH:5]=[C:6]([C:12]([F:15])([F:14])[F:13])[C:7]2[NH:10][C:21]3[CH2:22][CH2:23][NH:18][CH2:19][C:20]=3[C:8]=2[CH:9]=1. The catalyst class is: 41. (3) Reactant: [C:1]([NH:5][C:6]1[CH:7]=[C:8]([C:12]2[N:13]=[C:14]3[C:20]([C:21]([NH:23][C:24]([CH3:27])([CH3:26])[CH3:25])=[O:22])=[CH:19][N:18](COCC[Si](C)(C)C)[C:15]3=[N:16][CH:17]=2)[CH:9]=[CH:10][CH:11]=1)(=[O:4])[CH:2]=[CH2:3].C(O)(C(F)(F)F)=O. Product: [C:1]([NH:5][C:6]1[CH:7]=[C:8]([C:12]2[N:13]=[C:14]3[C:20]([C:21]([NH:23][C:24]([CH3:27])([CH3:26])[CH3:25])=[O:22])=[CH:19][NH:18][C:15]3=[N:16][CH:17]=2)[CH:9]=[CH:10][CH:11]=1)(=[O:4])[CH:2]=[CH2:3]. The catalyst class is: 2.